This data is from Reaction yield outcomes from USPTO patents with 853,638 reactions. The task is: Predict the reaction yield, written as a fraction of the theoretical maximum amount of product (1.0 means a 100% yield; for example, 0.34 means a 34% yield). (1) The reactants are [CH3:1][C:2]([CH3:24])([CH3:23])[C@@H:3]([N:5]1[CH2:10][CH2:9][C@@:8]([C:15]2[CH:20]=[CH:19][C:18]([F:21])=[CH:17][CH:16]=2)([CH2:11][CH2:12][CH2:13][OH:14])[O:7][C:6]1=[O:22])[CH3:4].CC(C)=[O:27].OS(O)(=O)=O.O=[Cr](=O)=O. The catalyst is CC(C)=O. The product is [CH3:24][C:2]([CH3:23])([CH3:1])[C@@H:3]([N:5]1[CH2:10][CH2:9][C@:8]([CH2:11][CH2:12][C:13]([OH:27])=[O:14])([C:15]2[CH:16]=[CH:17][C:18]([F:21])=[CH:19][CH:20]=2)[O:7][C:6]1=[O:22])[CH3:4]. The yield is 0.320. (2) The reactants are [Cl:1][C:2]1[C:11]2[CH2:10][N:9]([C@H:12]([CH:16]([CH3:18])[CH3:17])[C:13](O)=[O:14])[C:8](=[O:19])[C:7]3=[CH:20][NH:21][C:5]([C:6]=23)=[N:4][CH:3]=1.[NH2:22][CH2:23][C:24]#[N:25].CN(C(ON1N=NC2C=CC=NC1=2)=[N+](C)C)C.F[P-](F)(F)(F)(F)F. The catalyst is C1COCC1. The product is [Cl:1][C:2]1[C:11]2[CH2:10][N:9]([C@H:12]([CH:16]([CH3:18])[CH3:17])[C:13]([NH:25][CH2:24][C:23]#[N:22])=[O:14])[C:8](=[O:19])[C:7]3=[CH:20][NH:21][C:5]([C:6]=23)=[N:4][CH:3]=1. The yield is 0.338. (3) The reactants are [CH:1]1([NH:6][CH2:7][C:8]2[S:9][CH:10]=[CH:11][CH:12]=2)[CH2:5][CH2:4][CH2:3][CH2:2]1.[Cl:13][C:14](Cl)([O:16]C(=O)OC(Cl)(Cl)Cl)Cl. The catalyst is C(Cl)Cl. The product is [CH:1]1([N:6]([CH2:7][C:8]2[S:9][CH:10]=[CH:11][CH:12]=2)[C:14]([Cl:13])=[O:16])[CH2:2][CH2:3][CH2:4][CH2:5]1. The yield is 0.740. (4) The reactants are [OH:1][C:2]1[CH:3]=[C:4]([CH:9]=[C:10]([OH:12])[CH:11]=1)[C:5]([O:7][CH3:8])=[O:6].C(=O)([O-])[O-].[K+].[K+].[CH2:19](Br)[C:20]1[CH:25]=[CH:24][CH:23]=[CH:22][CH:21]=1. The catalyst is CN(C=O)C. The product is [OH:1][C:2]1[CH:3]=[C:4]([CH:9]=[C:10]([O:12][CH2:19][C:20]2[CH:25]=[CH:24][CH:23]=[CH:22][CH:21]=2)[CH:11]=1)[C:5]([O:7][CH3:8])=[O:6]. The yield is 0.210. (5) The reactants are [Br:1][C:2]1[CH:7]=[CH:6][N:5]=[C:4]([NH2:8])[CH:3]=1.[NH4+].[OH-].[C:11](OC(=O)C)(=[O:13])[CH3:12]. The catalyst is CN(C1C=CN=CC=1)C. The product is [Br:1][C:2]1[CH:7]=[CH:6][N:5]=[C:4]([NH:8][C:11](=[O:13])[CH3:12])[CH:3]=1. The yield is 0.890. (6) The reactants are [Br:1][C:2]1[CH:3]=[C:4]([C:7]([NH:9][CH:10](O)[C:11]([Cl:14])([Cl:13])[Cl:12])=[O:8])[O:5][CH:6]=1.[N:16]([CH:19]1[CH2:26][CH2:25][CH2:24][CH2:23][CH2:22][CH2:21][CH2:20]1)=C=O. The product is [Br:1][C:2]1[CH:3]=[C:4]([C:7]([NH:9][CH:10]([NH:16][CH:19]2[CH2:26][CH2:25][CH2:24][CH2:23][CH2:22][CH2:21][CH2:20]2)[C:11]([Cl:14])([Cl:13])[Cl:12])=[O:8])[O:5][CH:6]=1. The yield is 0.670. The catalyst is C1C=CC=CC=1.C(N(CC)CC)C. (7) The reactants are [Cl:1][C:2]1[CH:10]=[CH:9][C:8]([O:11][C:12]([F:15])([F:14])[F:13])=[C:7]2[C:3]=1[CH:4]=[CH:5][N:6]2[CH2:16][CH2:17][O:18][CH3:19].[C:20](O[C:20]([C:22]([F:25])([F:24])[F:23])=[O:21])([C:22]([F:25])([F:24])[F:23])=[O:21]. The catalyst is CN(C=O)C. The product is [Cl:1][C:2]1[CH:10]=[CH:9][C:8]([O:11][C:12]([F:14])([F:15])[F:13])=[C:7]2[C:3]=1[C:4]([C:20](=[O:21])[C:22]([F:25])([F:24])[F:23])=[CH:5][N:6]2[CH2:16][CH2:17][O:18][CH3:19]. The yield is 0.610. (8) The reactants are [C:1]([N:8]1[CH2:15][CH:14]([OH:16])[CH2:13][C@H:9]1[C:10]([OH:12])=[O:11])([O:3][C:4]([CH3:7])([CH3:6])[CH3:5])=[O:2].CC([O-])(C)C.[K+].Cl[C:24]1[CH:29]=[C:28]([C:30]2[CH:35]=[CH:34][CH:33]=[CH:32][N:31]=2)[N:27]=[C:26]2[CH:36]=[CH:37][S:38][C:25]=12. The catalyst is CS(C)=O.O. The product is [C:4]([O:3][C:1]([N:8]1[CH2:15][C@H:14]([O:16][C:24]2[CH:29]=[C:28]([C:30]3[CH:35]=[CH:34][CH:33]=[CH:32][N:31]=3)[N:27]=[C:26]3[CH:36]=[CH:37][S:38][C:25]=23)[CH2:13][C@H:9]1[C:10]([OH:12])=[O:11])=[O:2])([CH3:7])([CH3:6])[CH3:5]. The yield is 0.570. (9) The reactants are Cl[C:2]1[C:11]2[C:6](=[CH:7][C:8]([O:14][CH3:15])=[C:9]([O:12][CH3:13])[CH:10]=2)[N:5]=[CH:4][CH:3]=1.[OH:16][C:17]1[CH:29]=[CH:28][C:27]2[C:26]3[C:21](=[CH:22][CH:23]=[CH:24][CH:25]=3)[C:20](=[O:30])[C:19]=2[CH:18]=1.O. The catalyst is CN(C)C1C=CN=CC=1.ClC1C=CC=CC=1Cl. The product is [CH3:13][O:12][C:9]1[CH:10]=[C:11]2[C:6](=[CH:7][C:8]=1[O:14][CH3:15])[N:5]=[CH:4][CH:3]=[C:2]2[O:16][C:17]1[CH:29]=[CH:28][C:27]2[C:26]3[C:21](=[CH:22][CH:23]=[CH:24][CH:25]=3)[C:20](=[O:30])[C:19]=2[CH:18]=1. The yield is 0.340. (10) The reactants are C(Cl)(=O)C(Cl)=O.CS(C)=O.[CH3:11][C:12]([O:15][C:16]([N:18]1[CH2:22][C@@H:21]2[CH:23]([CH2:24][OH:25])[C@@H:20]2[CH2:19]1)=[O:17])([CH3:14])[CH3:13].C(N(CC)CC)C.Cl.C(=O)(O)[O-].[Na+]. The catalyst is ClCCl.O. The product is [CH:24]([CH:23]1[C@H:20]2[C@@H:21]1[CH2:22][N:18]([C:16]([O:15][C:12]([CH3:14])([CH3:13])[CH3:11])=[O:17])[CH2:19]2)=[O:25]. The yield is 0.824.